Dataset: Catalyst prediction with 721,799 reactions and 888 catalyst types from USPTO. Task: Predict which catalyst facilitates the given reaction. Reactant: Cl[C:2](OC1C=CC([N+]([O-])=O)=CC=1)=[O:3].[CH2:14]([O:21][C:22]1[C:27]([CH3:28])=[CH:26][C:25]([CH2:29][C@@H:30]([OH:35])[C:31]([O:33][CH3:34])=[O:32])=[CH:24][C:23]=1[CH3:36])[C:15]1[CH:20]=[CH:19][CH:18]=[CH:17][CH:16]=1.[NH:37]1[CH2:42][CH2:41][CH:40]([C:43]2[C:44](=[O:53])[NH:45][C:46]3[C:51]([CH:52]=2)=[CH:50][CH:49]=[CH:48][CH:47]=3)[CH2:39][CH2:38]1. Product: [O:53]=[C:44]1[C:43]([CH:40]2[CH2:39][CH2:38][N:37]([C:2]([O:35][C@@H:30]([C:31]([O:33][CH3:34])=[O:32])[CH2:29][C:25]3[CH:24]=[C:23]([CH3:36])[C:22]([O:21][CH2:14][C:15]4[CH:20]=[CH:19][CH:18]=[CH:17][CH:16]=4)=[C:27]([CH3:28])[CH:26]=3)=[O:3])[CH2:42][CH2:41]2)=[CH:52][C:51]2[C:46](=[CH:47][CH:48]=[CH:49][CH:50]=2)[NH:45]1. The catalyst class is: 859.